This data is from Peptide-MHC class II binding affinity with 134,281 pairs from IEDB. The task is: Regression. Given a peptide amino acid sequence and an MHC pseudo amino acid sequence, predict their binding affinity value. This is MHC class II binding data. (1) The peptide sequence is LSYYKLGASQRVGTD. The MHC is DRB5_0101 with pseudo-sequence DRB5_0101. The binding affinity (normalized) is 0.777. (2) The peptide sequence is GVTVKDVTITAPGDS. The MHC is DRB1_0901 with pseudo-sequence DRB1_0901. The binding affinity (normalized) is 0.0871. (3) The peptide sequence is VYHQINHLKTVLEEK. The MHC is DRB1_0101 with pseudo-sequence DRB1_0101. The binding affinity (normalized) is 0.406.